Predict the reaction yield, written as a fraction of the theoretical maximum amount of product (1.0 means a 100% yield; for example, 0.34 means a 34% yield). From a dataset of Reaction yield outcomes from USPTO patents with 853,638 reactions. The catalyst is CO.C(O)(=O)C. The yield is 0.750. The reactants are [CH2:1]([NH2:8])[C:2]1[CH:7]=[CH:6][CH:5]=[CH:4][CH:3]=1.[CH3:9][O:10][N:11]([CH3:19])[C:12]([CH:14]1[CH2:17][C:16](=O)[CH2:15]1)=[O:13].C([BH3-])#N.[Na+].C(=O)(O)[O-].[Na+]. The product is [CH2:1]([NH:8][CH:16]1[CH2:17][CH:14]([C:12]([N:11]([O:10][CH3:9])[CH3:19])=[O:13])[CH2:15]1)[C:2]1[CH:7]=[CH:6][CH:5]=[CH:4][CH:3]=1.